This data is from Catalyst prediction with 721,799 reactions and 888 catalyst types from USPTO. The task is: Predict which catalyst facilitates the given reaction. Reactant: [Cl:1][C:2]1[CH:7]=[CH:6][C:5]([N+:8]([O-:10])=[O:9])=[CH:4][C:3]=1[OH:11].C(=O)([O-])[O-].[K+].[K+].[CH3:18][O:19][C:20]1[CH:27]=[CH:26][C:23]([CH2:24]Br)=[CH:22][CH:21]=1. Product: [Cl:1][C:2]1[CH:7]=[CH:6][C:5]([N+:8]([O-:10])=[O:9])=[CH:4][C:3]=1[O:11][CH2:24][C:23]1[CH:26]=[CH:27][C:20]([O:19][CH3:18])=[CH:21][CH:22]=1. The catalyst class is: 10.